From a dataset of Full USPTO retrosynthesis dataset with 1.9M reactions from patents (1976-2016). Predict the reactants needed to synthesize the given product. (1) Given the product [CH3:13][O:14][CH:15]([O:18][CH3:19])[CH2:16][NH:17][C:2]1[C:7]([N+:8]([O-:10])=[O:9])=[CH:6][CH:5]=[C:4]([O:11][CH3:12])[N:3]=1, predict the reactants needed to synthesize it. The reactants are: Cl[C:2]1[C:7]([N+:8]([O-:10])=[O:9])=[CH:6][CH:5]=[C:4]([O:11][CH3:12])[N:3]=1.[CH3:13][O:14][CH:15]([O:18][CH3:19])[CH2:16][NH2:17].C(=O)([O-])[O-].[K+].[K+]. (2) Given the product [S:7]1[CH:8]=[CH:9][CH:10]=[C:6]1[C:4]1([OH:5])[CH2:18][CH2:17]1, predict the reactants needed to synthesize it. The reactants are: C(O[C:4]([C:6]1[S:7][CH:8]=[CH:9][CH:10]=1)=[O:5])C.[Br-].S(=O)(=O)(O)O.[CH2:17](OCC)[CH3:18]. (3) Given the product [F:1][C:2]1[C:3]([C:11]2[S:12][C:13]3[CH:14]=[N:15][CH:16]=[C:17]([F:20])[C:18]=3[N:19]=2)=[C:4]([NH2:8])[CH:5]=[CH:6][CH:7]=1, predict the reactants needed to synthesize it. The reactants are: [F:1][C:2]1[CH:7]=[CH:6][CH:5]=[C:4]([N+:8]([O-])=O)[C:3]=1[C:11]1[S:12][C:13]2[CH:14]=[N:15][CH:16]=[C:17]([F:20])[C:18]=2[N:19]=1. (4) Given the product [Cl:1][C:2]1[N:7]=[CH:6][C:5]([NH:8][C:9]2[C:10]([NH2:15])=[CH:11][CH:12]=[CH:13][CH:14]=2)=[CH:4][CH:3]=1, predict the reactants needed to synthesize it. The reactants are: [Cl:1][C:2]1[N:7]=[CH:6][C:5]([NH:8][C:9]2[CH:14]=[CH:13][CH:12]=[CH:11][C:10]=2[N+:15]([O-])=O)=[CH:4][CH:3]=1.O.O.[Sn](Cl)Cl.